From a dataset of Forward reaction prediction with 1.9M reactions from USPTO patents (1976-2016). Predict the product of the given reaction. Given the reactants S(=O)(=O)(O)O.N[C:7]1[CH:12]=[CH:11][C:10]([N:13]2[C:21](=[O:22])[C:20]3[C:15](=[CH:16][CH:17]=[CH:18][CH:19]=3)[C:14]2=[O:23])=[CH:9][C:8]=1[S:24]([F:29])([F:28])([F:27])([F:26])[F:25].N([O-])=O.[Na+].[Cu][C:35]#[N:36].[C-]#N.[K+], predict the reaction product. The product is: [O:22]=[C:21]1[C:20]2[C:15](=[CH:16][CH:17]=[CH:18][CH:19]=2)[C:14](=[O:23])[N:13]1[C:10]1[CH:11]=[CH:12][C:7]([C:35]#[N:36])=[C:8]([S:24]([F:27])([F:29])([F:26])([F:25])[F:28])[CH:9]=1.